Dataset: Reaction yield outcomes from USPTO patents with 853,638 reactions. Task: Predict the reaction yield, written as a fraction of the theoretical maximum amount of product (1.0 means a 100% yield; for example, 0.34 means a 34% yield). The reactants are [NH2:1][C@H:2]1[CH2:7][CH2:6][N:5]([C:8]([O:10][C:11]([CH3:14])([CH3:13])[CH3:12])=[O:9])[CH2:4][C@H:3]1[O:15][CH3:16].[I:17][C:18]1[N:19]=[C:20]([C:24](O)=[O:25])[NH:21][C:22]=1[I:23].CCN=C=NCCCN(C)C.Cl.C1C=CC2N(O)N=NC=2C=1. No catalyst specified. The product is [I:17][C:18]1[N:19]=[C:20]([C:24]([NH:1][C@H:2]2[CH2:7][CH2:6][N:5]([C:8]([O:10][C:11]([CH3:12])([CH3:13])[CH3:14])=[O:9])[CH2:4][C@H:3]2[O:15][CH3:16])=[O:25])[NH:21][C:22]=1[I:23]. The yield is 0.430.